Dataset: Catalyst prediction with 721,799 reactions and 888 catalyst types from USPTO. Task: Predict which catalyst facilitates the given reaction. Reactant: [C:1]([CH2:3][NH:4][C:5]([CH:7]1[CH2:12][CH2:11][CH2:10][CH2:9][CH:8]1[CH2:13]Br)=[O:6])#[N:2].C(=O)([O-])[O-].[Cs+].[Cs+].[F:21][C:22]1[CH:23]=[C:24]([SH:29])[CH:25]=[CH:26][C:27]=1[F:28].C(OCC)(=O)C. Product: [C:1]([CH2:3][NH:4][C:5]([CH:7]1[CH2:12][CH2:11][CH2:10][CH2:9][CH:8]1[CH2:13][S:29][C:24]1[CH:25]=[CH:26][C:27]([F:28])=[C:22]([F:21])[CH:23]=1)=[O:6])#[N:2]. The catalyst class is: 21.